From a dataset of Reaction yield outcomes from USPTO patents with 853,638 reactions. Predict the reaction yield, written as a fraction of the theoretical maximum amount of product (1.0 means a 100% yield; for example, 0.34 means a 34% yield). The reactants are [CH2:1]([O:3][C:4]([C:6]1[NH:7][C:8]([CH3:11])=[CH:9][CH:10]=1)=[O:5])[CH3:2].[F:12][C:13]1[CH:14]=[C:15]([CH2:19][C:20](Cl)=[O:21])[CH:16]=[CH:17][CH:18]=1. The catalyst is ClCCCl. The product is [CH2:1]([O:3][C:4]([C:6]1[NH:7][C:8]([CH3:11])=[C:9]([C:20](=[O:21])[CH2:19][C:15]2[CH:16]=[CH:17][CH:18]=[C:13]([F:12])[CH:14]=2)[CH:10]=1)=[O:5])[CH3:2]. The yield is 0.780.